Dataset: Forward reaction prediction with 1.9M reactions from USPTO patents (1976-2016). Task: Predict the product of the given reaction. (1) Given the reactants [CH3:1][C:2]1[CH:3]=[CH:4][C:5]2[O:9][C:8](S)=[N:7][C:6]=2[CH:11]=1.O=P(Cl)(Cl)[Cl:14].P(Cl)(Cl)(Cl)(Cl)Cl, predict the reaction product. The product is: [Cl:14][C:8]1[O:9][C:5]2[CH:4]=[CH:3][C:2]([CH3:1])=[CH:11][C:6]=2[N:7]=1. (2) Given the reactants [CH3:1][C:2]([CH3:5])([O-:4])[CH3:3].[Li+].[CH2:7]([O:14][C:15](=[O:27])[NH:16][C:17]1[CH:26]=[CH:25][C:20]2[C:21]([CH3:24])=[N:22][O:23][C:19]=2[CH:18]=1)[C:8]1C=CC=CC=1.ClCC(O)[CH2:31][NH:32][C:33](=O)[O-:34], predict the reaction product. The product is: [C:2]([O:4][C:33](=[O:34])[NH:32][CH2:31][C@@H:7]1[O:14][C:15](=[O:27])[N:16]([C:17]2[CH:26]=[CH:25][C:20]3[C:21]([CH3:24])=[N:22][O:23][C:19]=3[CH:18]=2)[CH2:8]1)([CH3:5])([CH3:3])[CH3:1]. (3) Given the reactants [CH3:1][C:2]1[CH:7]=[C:6]([CH3:8])[CH:5]=[C:4]([CH3:9])[C:3]=1[Mg]Br.[Sn:12](Cl)([CH2:21][CH2:22][CH2:23][CH3:24])([CH2:17][CH2:18][CH2:19][CH3:20])[CH2:13][CH2:14][CH2:15][CH3:16], predict the reaction product. The product is: [CH2:21]([Sn:12]([CH2:13][CH2:14][CH2:15][CH3:16])([CH2:17][CH2:18][CH2:19][CH3:20])[C:3]1[C:2]([CH3:1])=[CH:7][C:6]([CH3:8])=[CH:5][C:4]=1[CH3:9])[CH2:22][CH2:23][CH3:24]. (4) Given the reactants [CH3:1][C:2]1[N:3]=[C:4]([CH2:7][CH2:8][C:9]([F:12])([F:11])[F:10])[NH:5][CH:6]=1.[OH-].[K+].Cl[C:16]1[C:21]([N+:22]([O-:24])=[O:23])=[CH:20][CH:19]=[C:18]([Cl:25])[N:17]=1, predict the reaction product. The product is: [Cl:25][C:18]1[N:17]=[C:16]([N:5]2[CH:6]=[C:2]([CH3:1])[N:3]=[C:4]2[CH2:7][CH2:8][C:9]([F:12])([F:11])[F:10])[C:21]([N+:22]([O-:24])=[O:23])=[CH:20][CH:19]=1. (5) Given the reactants Br[C:2]1[N:7]=[CH:6][C:5]2[N:8]=[CH:9][N:10]([CH3:11])[C:4]=2[CH:3]=1.C[C:13]([N:15](C)C)=O, predict the reaction product. The product is: [CH3:11][N:10]1[C:4]2[CH:3]=[C:2]([C:13]#[N:15])[N:7]=[CH:6][C:5]=2[N:8]=[CH:9]1. (6) Given the reactants [NH2:1][C:2]1[CH:3]=[C:4]([C:8]2[N:13]3[N:14]=[CH:15][C:16]([C:17]([C:19]4[O:20][CH:21]=[CH:22][CH:23]=4)=[O:18])=[C:12]3[N:11]=[CH:10][CH:9]=2)[CH:5]=[CH:6][CH:7]=1.[C:24](Cl)(=[O:31])[C:25]1[CH:30]=[CH:29][CH:28]=[CH:27][CH:26]=1, predict the reaction product. The product is: [O:20]1[CH:21]=[CH:22][CH:23]=[C:19]1[C:17]([C:16]1[CH:15]=[N:14][N:13]2[C:8]([C:4]3[CH:3]=[C:2]([NH:1][C:24](=[O:31])[C:25]4[CH:30]=[CH:29][CH:28]=[CH:27][CH:26]=4)[CH:7]=[CH:6][CH:5]=3)=[CH:9][CH:10]=[N:11][C:12]=12)=[O:18]. (7) Given the reactants CC(OC(/N=N/C(OC(C)C)=O)=O)C.[Br:15][C:16]1[CH:17]=[CH:18][C:19]([OH:22])=[N:20][CH:21]=1.[CH3:23][N:24]1[CH2:29][CH2:28][CH:27](O)[CH2:26][CH2:25]1.C1(P(C2C=CC=CC=2)C2C=CC=CC=2)C=CC=CC=1, predict the reaction product. The product is: [Br:15][C:16]1[CH:17]=[CH:18][C:19]([O:22][CH:27]2[CH2:28][CH2:29][N:24]([CH3:23])[CH2:25][CH2:26]2)=[N:20][CH:21]=1. (8) Given the reactants [F:1][C:2]1[CH:3]=[C:4](/[CH:28]=[CH:29]/[C:30]([O:32]C)=[O:31])[CH:5]=[C:6]([F:27])[C:7]=1[C@@H:8]1[C:13]2[NH:14][C:15]3[C:20]([C:12]=2[CH2:11][C@@H:10]([CH3:21])[N:9]1[CH2:22][C:23]([F:26])([CH3:25])[CH3:24])=[CH:19][CH:18]=[CH:17][CH:16]=3.C(O)(C)C.[OH-].[Na+].Cl, predict the reaction product. The product is: [F:27][C:6]1[CH:5]=[C:4](/[CH:28]=[CH:29]/[C:30]([OH:32])=[O:31])[CH:3]=[C:2]([F:1])[C:7]=1[C@@H:8]1[C:13]2[NH:14][C:15]3[C:20]([C:12]=2[CH2:11][C@@H:10]([CH3:21])[N:9]1[CH2:22][C:23]([F:26])([CH3:25])[CH3:24])=[CH:19][CH:18]=[CH:17][CH:16]=3.